Dataset: Reaction yield outcomes from USPTO patents with 853,638 reactions. Task: Predict the reaction yield, written as a fraction of the theoretical maximum amount of product (1.0 means a 100% yield; for example, 0.34 means a 34% yield). (1) The reactants are Br[C:2]1[CH:7]=[CH:6][C:5]([O:8][CH2:9][CH2:10][O:11][CH3:12])=[C:4]([F:13])[CH:3]=1.II.C[O:17][B:18](OC)[O:19]C.Cl. The catalyst is C1COCC1. The product is [F:13][C:4]1[CH:3]=[C:2]([B:18]([OH:19])[OH:17])[CH:7]=[CH:6][C:5]=1[O:8][CH2:9][CH2:10][O:11][CH3:12]. The yield is 0.730. (2) The reactants are C[C@H]1CO[C@@]2([O:9][C@H:8]3[CH2:10][C@H:11]4[C@@H:16]5[CH2:17][CH2:18][C@H:19]6[CH2:24][C@@H:23]([OH:25])[CH2:22][CH2:21][C@:20]6([CH3:26])[C@H:15]5[CH2:14][CH2:13][C@:12]4([CH3:27])[C@H:7]3[C@@H:6]2[CH3:28])CC1.OS(O)(=O)=O.OO.[OH-].[K+]. The catalyst is C(O)(=O)C.C(OC(=O)C)(=O)C.O. The product is [OH:25][C@H:23]1[CH2:22][CH2:21][C@@:20]2([CH3:26])[C@@H:19]([CH2:18][CH2:17][C@@H:16]3[C@@H:15]2[CH2:14][CH2:13][C@@:12]2([CH3:27])[C@H:11]3[CH2:28][CH:6]=[C:7]2[C:8](=[O:9])[CH3:10])[CH2:24]1. The yield is 0.900. (3) The reactants are [N+:1]([C:4]1[C:5]([N:11]2[CH2:16][CH2:15][CH2:14][CH2:13][CH2:12]2)=[N:6][CH:7]=[CH:8][C:9]=1[NH2:10])([O-])=O. The catalyst is CO.[Pd]. The product is [N:11]1([C:5]2[C:4]([NH2:1])=[C:9]([NH2:10])[CH:8]=[CH:7][N:6]=2)[CH2:12][CH2:13][CH2:14][CH2:15][CH2:16]1. The yield is 0.785.